From a dataset of Forward reaction prediction with 1.9M reactions from USPTO patents (1976-2016). Predict the product of the given reaction. (1) Given the reactants Br[C:2]1[CH:7]=[CH:6][C:5]([C:8]2[O:12][N:11]=[C:10]([CH3:13])[C:9]=2[CH:14]([OH:21])[CH2:15][S:16][C:17]([CH3:20])([CH3:19])[CH3:18])=[CH:4][CH:3]=1.[CH2:22]([O:24][C:25]([C:27]1([C:30]2[CH:35]=[CH:34][C:33](B3OC(C)(C)C(C)(C)O3)=[CH:32][CH:31]=2)[CH2:29][CH2:28]1)=[O:26])[CH3:23], predict the reaction product. The product is: [CH2:22]([O:24][C:25]([C:27]1([C:30]2[CH:35]=[CH:34][C:33]([C:2]3[CH:7]=[CH:6][C:5]([C:8]4[O:12][N:11]=[C:10]([CH3:13])[C:9]=4[CH:14]([OH:21])[CH2:15][S:16][C:17]([CH3:20])([CH3:19])[CH3:18])=[CH:4][CH:3]=3)=[CH:32][CH:31]=2)[CH2:28][CH2:29]1)=[O:26])[CH3:23]. (2) Given the reactants CN(C)CCNC.C(=O)=O.CC#N.[CH2:14]([Li])[CH2:15][CH2:16]C.[F:19][C:20]([F:30])([F:29])[C:21]1[CH:28]=[CH:27][C:24]([CH:25]=[O:26])=[CH:23][CH:22]=1.C(Br)C=C, predict the reaction product. The product is: [CH2:16]([C:27]1[CH:28]=[C:21]([C:20]([F:29])([F:30])[F:19])[CH:22]=[CH:23][C:24]=1[CH:25]=[O:26])[CH:15]=[CH2:14]. (3) Given the reactants [CH2:1]([O:3][C:4]([C:6]1([NH2:15])[CH2:14][C:13]2[C:8](=[CH:9][CH:10]=[CH:11][CH:12]=2)[CH2:7]1)=[O:5])[CH3:2].[CH3:16][C:17]1[C:25]([CH3:26])=[CH:24][CH:23]=[CH:22][C:18]=1[C:19](O)=[O:20].CN(C(ON1N=NC2C=CC=NC1=2)=[N+](C)C)C.F[P-](F)(F)(F)(F)F.CCN(C(C)C)C(C)C, predict the reaction product. The product is: [CH2:1]([O:3][C:4]([C:6]1([NH:15][C:19](=[O:20])[C:18]2[CH:22]=[CH:23][CH:24]=[C:25]([CH3:26])[C:17]=2[CH3:16])[CH2:14][C:13]2[C:8](=[CH:9][CH:10]=[CH:11][CH:12]=2)[CH2:7]1)=[O:5])[CH3:2]. (4) Given the reactants [CH3:1][C:2]1[CH:3]=[C:4]2[CH:10]=[CH:9][N:8]([Si](C(C)C)(C(C)C)C(C)C)[C:5]2=[N:6][CH:7]=1.[F-].C([N+](CCCC)(CCCC)CCCC)CCC.O, predict the reaction product. The product is: [CH3:1][C:2]1[CH:3]=[C:4]2[CH:10]=[CH:9][NH:8][C:5]2=[N:6][CH:7]=1. (5) Given the reactants [CH:1]([C:4]1[C:5]([O:15][CH2:16][CH2:17][CH2:18][C:19]2[C:20]([CH2:34][CH2:35][CH3:36])=[N:21][N:22]([C:24]3[CH:29]=[CH:28][C:27]([C:30]([F:33])([F:32])[F:31])=[CH:26][N:25]=3)[CH:23]=2)=[C:6]([CH2:10][C:11]([O:13]C)=[O:12])[CH:7]=[CH:8][CH:9]=1)([CH3:3])[CH3:2].[OH-].[Na+].O1CCCC1.Cl, predict the reaction product. The product is: [CH:1]([C:4]1[C:5]([O:15][CH2:16][CH2:17][CH2:18][C:19]2[C:20]([CH2:34][CH2:35][CH3:36])=[N:21][N:22]([C:24]3[CH:29]=[CH:28][C:27]([C:30]([F:33])([F:32])[F:31])=[CH:26][N:25]=3)[CH:23]=2)=[C:6]([CH2:10][C:11]([OH:13])=[O:12])[CH:7]=[CH:8][CH:9]=1)([CH3:2])[CH3:3]. (6) Given the reactants [CH:1]1([S:4]([NH2:7])(=[O:6])=[O:5])[CH2:3][CH2:2]1.[H-].[Na+].[F:10][C:11]1[CH:16]=[CH:15][C:14]([CH:17]2[C:26]([CH3:28])([CH3:27])[CH2:25][C:24]3[C:19](=[CH:20][CH:21]=[C:22]([C:29](O)=[O:30])[CH:23]=3)[NH:18]2)=[CH:13][C:12]=1[N:32]1[CH2:37][CH2:36][O:35][CH2:34][CH2:33]1.C(N1C=CN=C1)(N1C=CN=C1)=O, predict the reaction product. The product is: [F:10][C:11]1[CH:16]=[CH:15][C:14]([CH:17]2[C:26]([CH3:28])([CH3:27])[CH2:25][C:24]3[C:19](=[CH:20][CH:21]=[C:22]([C:29]([NH:7][S:4]([CH:1]4[CH2:3][CH2:2]4)(=[O:6])=[O:5])=[O:30])[CH:23]=3)[NH:18]2)=[CH:13][C:12]=1[N:32]1[CH2:33][CH2:34][O:35][CH2:36][CH2:37]1.